Dataset: Human liver microsome stability data. Task: Regression/Classification. Given a drug SMILES string, predict its absorption, distribution, metabolism, or excretion properties. Task type varies by dataset: regression for continuous measurements (e.g., permeability, clearance, half-life) or binary classification for categorical outcomes (e.g., BBB penetration, CYP inhibition). Dataset: hlm. (1) The molecule is Cc1ccc(NS(=O)(=O)c2cc3c(cc2F)NC(=O)CC3)cc1Cl. The result is 1 (stable in human liver microsomes). (2) The drug is Cc1[nH]c2ccccc2c1CCNC(=O)c1ccc(-c2nn[nH]n2)cc1. The result is 0 (unstable in human liver microsomes).